From a dataset of Forward reaction prediction with 1.9M reactions from USPTO patents (1976-2016). Predict the product of the given reaction. (1) Given the reactants [CH:1]1([C:6]2([CH2:14][CH2:15][C:16]3[CH:21]=[CH:20][C:19]([O:22][CH:23]([CH3:25])[CH3:24])=[C:18]([F:26])[CH:17]=3)[O:11][C:10](=[O:12])[CH2:9][C:8](=[O:13])[CH2:7]2)[CH2:5][CH2:4][CH2:3][CH2:2]1.[Cl:27][C:28]1[CH:41]=[CH:40][C:31]2[N:32]([CH:37]([CH3:39])[CH3:38])[C:33]([CH:35]=O)=[N:34][C:30]=2[CH:29]=1.[Al+3].[Cl-].[Cl-].[Cl-], predict the reaction product. The product is: [Cl:27][C:28]1[CH:41]=[CH:40][C:31]2[N:32]([CH:37]([CH3:39])[CH3:38])[C:33]([CH2:35][C:9]3[C:10](=[O:12])[O:11][C:6]([CH:1]4[CH2:5][CH2:4][CH2:3][CH2:2]4)([CH2:14][CH2:15][C:16]4[CH:21]=[CH:20][C:19]([O:22][CH:23]([CH3:24])[CH3:25])=[C:18]([F:26])[CH:17]=4)[CH2:7][C:8]=3[OH:13])=[N:34][C:30]=2[CH:29]=1. (2) Given the reactants [Na+].[F:2][C:3]1[CH:8]=[CH:7][C:6]([C:9]2[C:17]3[C:12](=[CH:13][CH:14]=[CH:15][CH:16]=3)[N:11]([CH:18]([CH3:20])[CH3:19])[C:10]=2/[CH:21]=[CH:22]/[C@@H:23]([OH:31])[CH2:24][C@@H:25]([OH:30])[CH2:26][C:27]([O-:29])=[O:28])=[CH:5][CH:4]=1.O.O.[Cl-].[Ca+2:35].[Cl-], predict the reaction product. The product is: [Ca+2:35].[F:2][C:3]1[CH:4]=[CH:5][C:6]([C:9]2[C:17]3[C:12](=[CH:13][CH:14]=[CH:15][CH:16]=3)[N:11]([CH:18]([CH3:20])[CH3:19])[C:10]=2/[CH:21]=[CH:22]/[C@@H:23]([OH:31])[CH2:24][C@@H:25]([OH:30])[CH2:26][C:27]([O-:29])=[O:28])=[CH:7][CH:8]=1.[F:2][C:3]1[CH:4]=[CH:5][C:6]([C:9]2[C:17]3[C:12](=[CH:13][CH:14]=[CH:15][CH:16]=3)[N:11]([CH:18]([CH3:20])[CH3:19])[C:10]=2/[CH:21]=[CH:22]/[C@@H:23]([OH:31])[CH2:24][C@@H:25]([OH:30])[CH2:26][C:27]([O-:29])=[O:28])=[CH:7][CH:8]=1. (3) Given the reactants I[Si](C)(C)C.[F:6][C:7]1[CH:12]=[CH:11][C:10]([C@H:13]2[CH2:21][CH2:20][CH2:19][C@@H:18]3[N:14]2[C:15](=[O:22])[CH2:16][CH2:17]3)=[CH:9][CH:8]=1.CN(C)CCN(C)C.[I:31]I.S([O-])([O-])(=O)=S.[Na+].[Na+], predict the reaction product. The product is: [F:6][C:7]1[CH:12]=[CH:11][C:10]([C@@H:13]2[CH2:21][CH2:20][CH2:19][C@H:18]3[N:14]2[C:15](=[O:22])[CH:16]([I:31])[CH2:17]3)=[CH:9][CH:8]=1. (4) Given the reactants [C:1]([O-:9])(=[O:8])[C:2]1[CH:7]=[CH:6][CH:5]=[CH:4][CH:3]=1.[OH-].[Na+].Cl, predict the reaction product. The product is: [C:1]([OH:9])(=[O:8])[C:2]1[CH:7]=[CH:6][CH:5]=[CH:4][CH:3]=1. (5) Given the reactants [CH2:1]([C:3]1[C:7]([CH2:8]O)=[C:6]([CH3:10])[O:5][N:4]=1)[CH3:2].O=S(Cl)[Cl:13], predict the reaction product. The product is: [Cl:13][CH2:8][C:7]1[C:3]([CH2:1][CH3:2])=[N:4][O:5][C:6]=1[CH3:10]. (6) Given the reactants [O:1]1[CH2:6][CH2:5][CH:4]([CH2:7][NH:8][C:9]([C:11]2[C:16]([NH:17][C:18]([C:20]3[C:29]4[C:24](=[CH:25][CH:26]=[CH:27][CH:28]=4)[C:23]([NH:30]C(=O)OC(C)(C)C)=[CH:22][CH:21]=3)=[O:19])=[CH:15][CH:14]=[CH:13][N:12]=2)=[O:10])[CH2:3][CH2:2]1.Cl.O1CCOCC1, predict the reaction product. The product is: [NH2:30][C:23]1[C:24]2[C:29](=[CH:28][CH:27]=[CH:26][CH:25]=2)[C:20]([C:18]([NH:17][C:16]2[C:11]([C:9]([NH:8][CH2:7][CH:4]3[CH2:5][CH2:6][O:1][CH2:2][CH2:3]3)=[O:10])=[N:12][CH:13]=[CH:14][CH:15]=2)=[O:19])=[CH:21][CH:22]=1. (7) Given the reactants [C:1]([C:5]([C:8]([C:11]([C:14]([C:17]([CH2:20][CH2:21][S:22](Cl)(=[O:24])=[O:23])([F:19])[F:18])([F:16])[F:15])([F:13])[F:12])([F:10])[F:9])([F:7])[F:6])([F:4])([F:3])[F:2].Cl.[Cl:27][CH2:28][CH2:29][CH2:30][NH2:31].C(N(CC)CC)C, predict the reaction product. The product is: [C:1]([C:5]([C:8]([C:11]([C:14]([C:17]([CH2:20][CH2:21][S:22]([NH:31][CH2:30][CH2:29][CH2:28][Cl:27])(=[O:24])=[O:23])([F:19])[F:18])([F:16])[F:15])([F:13])[F:12])([F:10])[F:9])([F:7])[F:6])([F:4])([F:3])[F:2]. (8) The product is: [CH3:25][N:26]1[C:30](=[O:31])[C:29]([CH3:33])([CH3:32])[N:28]([C:2]2[CH:3]=[CH:4][C:5]([C:8]([N:10]3[CH2:15][CH2:14][N:13]([C:16]4[C:21]([CH3:22])=[CH:20][C:19]([CH3:23])=[C:18]([CH3:24])[N:17]=4)[CH2:12][CH2:11]3)=[O:9])=[CH:6][N:7]=2)[C:27]1=[O:34]. Given the reactants Br[C:2]1[N:7]=[CH:6][C:5]([C:8]([N:10]2[CH2:15][CH2:14][N:13]([C:16]3[C:21]([CH3:22])=[CH:20][C:19]([CH3:23])=[C:18]([CH3:24])[N:17]=3)[CH2:12][CH2:11]2)=[O:9])=[CH:4][CH:3]=1.[CH3:25][N:26]1[C:30](=[O:31])[C:29]([CH3:33])([CH3:32])[NH:28][C:27]1=[O:34], predict the reaction product.